Dataset: NCI-60 drug combinations with 297,098 pairs across 59 cell lines. Task: Regression. Given two drug SMILES strings and cell line genomic features, predict the synergy score measuring deviation from expected non-interaction effect. (1) Synergy scores: CSS=30.2, Synergy_ZIP=-2.10, Synergy_Bliss=-3.83, Synergy_Loewe=-4.08, Synergy_HSA=-3.19. Drug 2: CC(C)CN1C=NC2=C1C3=CC=CC=C3N=C2N. Drug 1: CN(CCCl)CCCl.Cl. Cell line: RPMI-8226. (2) Drug 1: CC(CN1CC(=O)NC(=O)C1)N2CC(=O)NC(=O)C2. Drug 2: C1=CC(=CC=C1CCCC(=O)O)N(CCCl)CCCl. Cell line: HCC-2998. Synergy scores: CSS=8.58, Synergy_ZIP=-7.10, Synergy_Bliss=-7.78, Synergy_Loewe=-5.66, Synergy_HSA=-5.20. (3) Synergy scores: CSS=11.4, Synergy_ZIP=-2.33, Synergy_Bliss=2.19, Synergy_Loewe=-15.4, Synergy_HSA=0.593. Cell line: MALME-3M. Drug 1: C1=CC(=CC=C1CCC2=CNC3=C2C(=O)NC(=N3)N)C(=O)NC(CCC(=O)O)C(=O)O. Drug 2: C1=NNC2=C1C(=O)NC=N2. (4) Drug 1: CCN(CC)CCCC(C)NC1=C2C=C(C=CC2=NC3=C1C=CC(=C3)Cl)OC. Drug 2: C1CCC(C(C1)N)N.C(=O)(C(=O)[O-])[O-].[Pt+4]. Cell line: SF-295. Synergy scores: CSS=30.5, Synergy_ZIP=-10.00, Synergy_Bliss=-2.13, Synergy_Loewe=-0.240, Synergy_HSA=1.58. (5) Drug 1: CN(CC1=CN=C2C(=N1)C(=NC(=N2)N)N)C3=CC=C(C=C3)C(=O)NC(CCC(=O)O)C(=O)O. Drug 2: CC1=C(C(=O)C2=C(C1=O)N3CC4C(C3(C2COC(=O)N)OC)N4)N. Cell line: SN12C. Synergy scores: CSS=40.0, Synergy_ZIP=-7.64, Synergy_Bliss=-8.64, Synergy_Loewe=-8.36, Synergy_HSA=-5.57.